From a dataset of Forward reaction prediction with 1.9M reactions from USPTO patents (1976-2016). Predict the product of the given reaction. (1) Given the reactants [NH2:1][CH:2]1[CH2:7][CH2:6][N:5]([C:8]([O:10][CH2:11][C:12]2[CH:17]=[CH:16][CH:15]=[CH:14][CH:13]=2)=[O:9])[CH2:4][CH2:3]1.[O:18]=[C:19](Cl)[O:20][C:21](Cl)(Cl)Cl.[O:26]1[CH2:31][CH2:30]C(O)[CH2:28][CH2:27]1, predict the reaction product. The product is: [O:26]1[CH2:31][CH2:30][CH:21]([O:20][C:19]([NH:1][CH:2]2[CH2:3][CH2:4][N:5]([C:8]([O:10][CH2:11][C:12]3[CH:17]=[CH:16][CH:15]=[CH:14][CH:13]=3)=[O:9])[CH2:6][CH2:7]2)=[O:18])[CH2:28][CH2:27]1. (2) Given the reactants C1COCC1.CC1(C)[C@H:10]([C:11]2[N:15]([C:16]3[CH:21]=[CH:20][C:19]([Cl:22])=[C:18]([Cl:23])[CH:17]=3)[N:14]=[C:13]([C:24]3[CH:25]=[N:26][CH:27]=CC=3)[CH:12]=2)C[C@@H]1CC(N[C@@H](CC1C=CC=CC=1)C(N)=O)=O.CC(C[AlH]CC(C)C)C.[NH4+].[Cl-].C[CH2:58][O:59][C:60]([CH3:62])=[O:61], predict the reaction product. The product is: [ClH:22].[CH3:58][O:59][C:60]([C:62]1[CH:10]=[C:11]([C:12]2[CH:27]=[N:26][CH:25]=[CH:24][CH:13]=2)[N:15]([C:16]2[CH:21]=[CH:20][C:19]([Cl:22])=[C:18]([Cl:23])[CH:17]=2)[N:14]=1)=[O:61]. (3) Given the reactants [CH3:1][O:2][C:3]1[CH:7]=[C:6]([C:8]2[NH:16][C:11]3=[N:12][CH:13]=[CH:14][CH:15]=[C:10]3[CH:9]=2)[NH:5][C:4]=1[CH:17]=O.[CH3:19][C:20]1[NH:21][CH:22]=[C:23]([CH3:25])[CH:24]=1.Cl, predict the reaction product. The product is: [CH3:25][C:23]1[CH:24]=[C:20]([CH3:19])[NH:21][C:22]=1/[CH:17]=[C:4]1\[N:5]=[C:6]([C:8]2[NH:16][C:11]3=[N:12][CH:13]=[CH:14][CH:15]=[C:10]3[CH:9]=2)[CH:7]=[C:3]\1[O:2][CH3:1]. (4) Given the reactants Br[C:2]1[S:6][C:5]([C:7]2[N:12]=[N:11][C:10]([NH2:13])=[N:9][CH:8]=2)=[N:4][CH:3]=1.[CH3:14][N:15](C=O)C, predict the reaction product. The product is: [NH2:13][C:10]1[N:11]=[N:12][C:7]([C:5]2[S:6][C:2]([C:14]#[N:15])=[CH:3][N:4]=2)=[CH:8][N:9]=1.